From a dataset of Forward reaction prediction with 1.9M reactions from USPTO patents (1976-2016). Predict the product of the given reaction. (1) Given the reactants Br[C:2]1[N:7]=[C:6]2[N:8]([CH2:12][C:13]3[C:18]([F:19])=[CH:17][CH:16]=[C:15]([F:20])[C:14]=3[Cl:21])[CH2:9][CH2:10][NH:11][C:5]2=[N:4][CH:3]=1.[NH:22]([C:24](=[O:36])[CH2:25][CH2:26][C:27]1[CH:32]=[CH:31][C:30](B(O)O)=[CH:29][CH:28]=1)[NH2:23], predict the reaction product. The product is: [Cl:21][C:14]1[C:15]([F:20])=[CH:16][CH:17]=[C:18]([F:19])[C:13]=1[CH2:12][N:8]1[CH2:9][CH2:10][NH:11][C:5]2[N:4]=[CH:3][C:2]([C:30]3[CH:29]=[CH:28][C:27]([CH2:26][CH2:25][C:24]([NH:22][NH2:23])=[O:36])=[CH:32][CH:31]=3)=[N:7][C:6]1=2. (2) Given the reactants [NH2:1][C:2]1[CH:3]=[C:4]([CH:7]=[C:8]([C:10]([F:13])([F:12])[F:11])[CH:9]=1)[C:5]#[N:6].Cl[C:15]1[CH:16]=[C:17]([N:26]([CH:36]([CH3:38])[CH3:37])CC2C=CC(OC)=CC=2)[C:18]2[N:19]([C:21]([C:24]#[N:25])=[CH:22][N:23]=2)[N:20]=1.C(=O)([O-])[O-].[Cs+].[Cs+].CC1(C)C2C(=C(P(C3C=CC=CC=3)C3C=CC=CC=3)C=CC=2)OC2C(P(C3C=CC=CC=3)C3C=CC=CC=3)=CC=CC1=2.C([SiH](CC)CC)C.C(O)(C(F)(F)F)=O, predict the reaction product. The product is: [C:5]([C:4]1[CH:3]=[C:2]([NH:1][C:15]2[CH:16]=[C:17]([NH:26][CH:36]([CH3:38])[CH3:37])[C:18]3[N:19]([C:21]([C:24]#[N:25])=[CH:22][N:23]=3)[N:20]=2)[CH:9]=[C:8]([C:10]([F:11])([F:12])[F:13])[CH:7]=1)#[N:6].